This data is from Full USPTO retrosynthesis dataset with 1.9M reactions from patents (1976-2016). The task is: Predict the reactants needed to synthesize the given product. (1) Given the product [CH:1]1([C:4]2[CH:5]=[CH:6][CH:7]=[C:8]3[C:16]=2[CH:11]2[N:12]([C:20]([O:22][C:23]([CH3:26])([CH3:25])[CH3:24])=[O:21])[C:13](=[O:15])[CH2:14][CH:10]2[CH2:9]3)[CH2:3][CH2:2]1, predict the reactants needed to synthesize it. The reactants are: [CH:1]1([C:4]2[CH:5]=[CH:6][CH:7]=[C:8]3[C:16]=2[CH:11]2[NH:12][C:13](=[O:15])[CH2:14][CH:10]2[CH2:9]3)[CH2:3][CH2:2]1.C(#N)C.[C:20](O[C:20]([O:22][C:23]([CH3:26])([CH3:25])[CH3:24])=[O:21])([O:22][C:23]([CH3:26])([CH3:25])[CH3:24])=[O:21].CN(C1C=CC=CN=1)C.C(N(CC)CC)C. (2) The reactants are: Cl[C:2]1[C:7]([C:8]#[N:9])=[CH:6][CH:5]=[CH:4][N:3]=1.C([Sn](CCCC)(CCCC)[C:15]1[CH:16]=[N:17][CH:18]=[CH:19][CH:20]=1)CCC. Given the product [N:3]1[CH:4]=[CH:5][CH:6]=[C:7]([C:8]#[N:9])[C:2]=1[C:15]1[CH:16]=[N:17][CH:18]=[CH:19][CH:20]=1, predict the reactants needed to synthesize it. (3) Given the product [C:7]([C:4]1([OH:6])[CH2:5][C:2]([F:13])([F:1])[CH2:3]1)#[CH:8], predict the reactants needed to synthesize it. The reactants are: [F:1][C:2]1([F:13])[CH2:5][C:4]([C:7]#[C:8][Si](C)(C)C)([OH:6])[CH2:3]1.CCCC[N+](CCCC)(CCCC)CCCC.[F-]. (4) The reactants are: [OH:1][C:2]1[CH:7]=[C:6]([O:8][CH3:9])[CH:5]=[CH:4][C:3]=1[C:10]([C:12]1[CH:13]=[N:14][C:15]([O:18][CH2:19][C:20]2[N:21]=[C:22]([C:26]3[CH:31]=[CH:30][CH:29]=[CH:28][CH:27]=3)[O:23][C:24]=2[CH3:25])=[CH:16][CH:17]=1)=[O:11].Br[CH:33]([CH3:41])[C:34]([O:36]C(C)(C)C)=[O:35].C(=O)([O-])[O-].[K+].[K+].CN(C)C=O. Given the product [CH3:9][O:8][C:6]1[CH:5]=[CH:4][C:3]([C:10]([C:12]2[CH:13]=[N:14][C:15]([O:18][CH2:19][C:20]3[N:21]=[C:22]([C:26]4[CH:31]=[CH:30][CH:29]=[CH:28][CH:27]=4)[O:23][C:24]=3[CH3:25])=[CH:16][CH:17]=2)=[O:11])=[C:2]([CH:7]=1)[O:1][CH:33]([CH3:41])[C:34]([OH:36])=[O:35], predict the reactants needed to synthesize it. (5) The reactants are: [CH2:1]([O:3][C:4](=[O:18])[CH:5]([C:16]#[N:17])[C:6]1[CH:11]=[CH:10][C:9]([O:12][CH3:13])=[C:8]([O:14][CH3:15])[CH:7]=1)[CH3:2].[ClH:19]. Given the product [ClH:19].[CH2:1]([O:3][C:4](=[O:18])[CH:5]([C:6]1[CH:11]=[CH:10][C:9]([O:12][CH3:13])=[C:8]([O:14][CH3:15])[CH:7]=1)[CH2:16][NH2:17])[CH3:2], predict the reactants needed to synthesize it. (6) Given the product [CH3:1][O:2][C:3](=[O:16])[CH2:4][O:5][C:6]1[CH:11]=[CH:10][C:9]([O:12][CH2:25][CH2:24][Br:23])=[CH:8][C:7]=1[N+:13]([O-:15])=[O:14], predict the reactants needed to synthesize it. The reactants are: [CH3:1][O:2][C:3](=[O:16])[CH2:4][O:5][C:6]1[CH:11]=[CH:10][C:9]([OH:12])=[CH:8][C:7]=1[N+:13]([O-:15])=[O:14].C(=O)([O-])[O-].[K+].[K+].[Br:23][CH2:24][CH2:25]Br. (7) The reactants are: [C:1]([O:5][C:6](=[O:21])[CH2:7][N:8]1[C:16]2[C:11](=[CH:12][C:13]([OH:17])=[CH:14][CH:15]=2)[C:10]([C:18](=[O:20])[NH2:19])=[CH:9]1)([CH3:4])([CH3:3])[CH3:2].[C:22]([O-])([O-])=O.[Cs+].[Cs+].CI. Given the product [C:1]([O:5][C:6](=[O:21])[CH2:7][N:8]1[C:16]2[C:11](=[CH:12][C:13]([O:17][CH3:22])=[CH:14][CH:15]=2)[C:10]([C:18](=[O:20])[NH2:19])=[CH:9]1)([CH3:4])([CH3:2])[CH3:3], predict the reactants needed to synthesize it.